This data is from NCI-60 drug combinations with 297,098 pairs across 59 cell lines. The task is: Regression. Given two drug SMILES strings and cell line genomic features, predict the synergy score measuring deviation from expected non-interaction effect. (1) Cell line: HT29. Synergy scores: CSS=16.4, Synergy_ZIP=-5.85, Synergy_Bliss=-2.91, Synergy_Loewe=-88.8, Synergy_HSA=-1.62. Drug 2: CC1CCC2CC(C(=CC=CC=CC(CC(C(=O)C(C(C(=CC(C(=O)CC(OC(=O)C3CCCCN3C(=O)C(=O)C1(O2)O)C(C)CC4CCC(C(C4)OC)O)C)C)O)OC)C)C)C)OC. Drug 1: CCCCCOC(=O)NC1=NC(=O)N(C=C1F)C2C(C(C(O2)C)O)O. (2) Drug 1: C1CC(=O)NC(=O)C1N2CC3=C(C2=O)C=CC=C3N. Drug 2: CCN(CC)CCCC(C)NC1=C2C=C(C=CC2=NC3=C1C=CC(=C3)Cl)OC. Cell line: SK-MEL-2. Synergy scores: CSS=17.9, Synergy_ZIP=-1.02, Synergy_Bliss=0.224, Synergy_Loewe=-12.1, Synergy_HSA=0.407. (3) Drug 1: C1C(C(OC1N2C=NC3=C(N=C(N=C32)Cl)N)CO)O. Drug 2: C1CC(=O)NC(=O)C1N2C(=O)C3=CC=CC=C3C2=O. Cell line: DU-145. Synergy scores: CSS=14.4, Synergy_ZIP=-1.85, Synergy_Bliss=2.40, Synergy_Loewe=-16.5, Synergy_HSA=-2.24.